From a dataset of Catalyst prediction with 721,799 reactions and 888 catalyst types from USPTO. Predict which catalyst facilitates the given reaction. Reactant: [CH2:1]([C:5]1[N:6]([CH2:16][CH2:17][CH3:18])[C:7](=[CH:14][NH2:15])[C:8]2[CH:13]=[CH:12][S:11][C:9]=2[N:10]=1)[CH2:2][CH2:3][CH3:4].[Cl:19]N1C(=O)CCC1=O. Product: [CH2:1]([C:5]1[N:6]([CH2:16][CH2:17][CH3:18])[C:7](=[CH:14][NH2:15])[C:8]2[CH:13]=[C:12]([Cl:19])[S:11][C:9]=2[N:10]=1)[CH2:2][CH2:3][CH3:4]. The catalyst class is: 17.